This data is from Forward reaction prediction with 1.9M reactions from USPTO patents (1976-2016). The task is: Predict the product of the given reaction. (1) Given the reactants [NH2:1][C:2]1[S:3][CH:4]=[C:5]([CH2:7][C:8]([O:10][CH2:11][CH3:12])=[O:9])[N:6]=1.[Br:13][C:14]1[CH:15]=[CH:16][C:17]([O:24][CH3:25])=[C:18]([S:20](Cl)(=[O:22])=[O:21])[CH:19]=1, predict the reaction product. The product is: [Br:13][C:14]1[CH:15]=[CH:16][C:17]([O:24][CH3:25])=[C:18]([S:20]([NH:1][C:2]2[S:3][CH:4]=[C:5]([CH2:7][C:8]([O:10][CH2:11][CH3:12])=[O:9])[N:6]=2)(=[O:21])=[O:22])[CH:19]=1. (2) The product is: [C:1]([O:5][C:6](=[O:14])[NH:7][CH:8]1[CH2:13][CH2:12][N:11]([CH2:16][CH:17]2[CH2:30][C:29]3[C:28]4[C:23](=[CH:24][CH:25]=[C:26]([O:31][CH3:32])[CH:33]=4)[N:22]=[CH:21][C:20]=3[O:19][CH2:18]2)[CH2:10][CH2:9]1)([CH3:4])([CH3:2])[CH3:3]. Given the reactants [C:1]([O:5][C:6](=[O:14])[NH:7][CH:8]1[CH2:13][CH2:12][NH:11][CH2:10][CH2:9]1)([CH3:4])([CH3:3])[CH3:2].Br[CH2:16][CH:17]1[CH2:30][C:29]2[C:28]3[C:23](=[CH:24][CH:25]=[C:26]([O:31][CH3:32])N=3)[N:22]=[CH:21][C:20]=2[O:19][CH2:18]1.[CH:33](N(CC)C(C)C)(C)C, predict the reaction product.